From a dataset of NCI-60 drug combinations with 297,098 pairs across 59 cell lines. Regression. Given two drug SMILES strings and cell line genomic features, predict the synergy score measuring deviation from expected non-interaction effect. (1) Drug 1: C1CCN(CC1)CCOC2=CC=C(C=C2)C(=O)C3=C(SC4=C3C=CC(=C4)O)C5=CC=C(C=C5)O. Drug 2: C1=NNC2=C1C(=O)NC=N2. Cell line: OVCAR3. Synergy scores: CSS=0.682, Synergy_ZIP=1.01, Synergy_Bliss=3.64, Synergy_Loewe=0.389, Synergy_HSA=-0.194. (2) Drug 1: C1=CC(=CC=C1C#N)C(C2=CC=C(C=C2)C#N)N3C=NC=N3. Drug 2: C1=NC2=C(N=C(N=C2N1C3C(C(C(O3)CO)O)F)Cl)N. Cell line: SK-MEL-28. Synergy scores: CSS=16.7, Synergy_ZIP=-2.37, Synergy_Bliss=2.48, Synergy_Loewe=-2.31, Synergy_HSA=2.60. (3) Drug 1: CC12CCC3C(C1CCC2=O)CC(=C)C4=CC(=O)C=CC34C. Drug 2: CNC(=O)C1=NC=CC(=C1)OC2=CC=C(C=C2)NC(=O)NC3=CC(=C(C=C3)Cl)C(F)(F)F. Cell line: SF-295. Synergy scores: CSS=48.8, Synergy_ZIP=1.21, Synergy_Bliss=-0.633, Synergy_Loewe=-8.49, Synergy_HSA=2.88.